Dataset: Full USPTO retrosynthesis dataset with 1.9M reactions from patents (1976-2016). Task: Predict the reactants needed to synthesize the given product. (1) Given the product [C:30]([O:34][C:35]([C:36]1[CH:41]=[CH:40][C:39]([CH2:42][O:20][C:18](=[O:19])[C:17]2[CH:16]=[CH:15][C:14]([CH2:13][N:9]3[CH2:8][C:7](=[O:23])[NH:6][S:10]3(=[O:11])=[O:12])=[CH:22][CH:21]=2)=[CH:38][CH:37]=1)=[O:44])([CH3:33])([CH3:31])[CH3:32], predict the reactants needed to synthesize it. The reactants are: COC1C=C(OC)C=CC=1C[N:6]1[S:10](=[O:12])(=[O:11])[N:9]([CH2:13][C:14]2[CH:22]=[CH:21][C:17]([C:18]([OH:20])=[O:19])=[CH:16][CH:15]=2)[CH2:8][C:7]1=[O:23].[C:30]([O:34][C:35](=[O:44])[C:36]1[CH:41]=[CH:40][C:39]([CH2:42]O)=[CH:38][CH:37]=1)([CH3:33])([CH3:32])[CH3:31].CCN=C=NCCCN(C)C. (2) Given the product [CH2:13]([C:17]1[N:18]=[C:19]([CH3:48])[N:20]([CH2:39][C:40]2[C:45]([F:46])=[CH:44][CH:43]=[CH:42][C:41]=2[F:47])[C:21](=[O:38])[C:22]=1[CH2:23][C:24]1[CH:25]=[CH:26][C:27]([C:30]2[CH:35]=[CH:34][CH:33]=[CH:32][C:31]=2[C:36]2[NH:3][C:4](=[O:7])[O:5][N:37]=2)=[CH:28][CH:29]=1)[CH2:14][CH2:15][CH3:16], predict the reactants needed to synthesize it. The reactants are: [Cl-].O[NH3+:3].[C:4](=[O:7])([O-])[OH:5].[Na+].CS(C)=O.[CH2:13]([C:17]1[N:18]=[C:19]([CH3:48])[N:20]([CH2:39][C:40]2[C:45]([F:46])=[CH:44][CH:43]=[CH:42][C:41]=2[F:47])[C:21](=[O:38])[C:22]=1[CH2:23][C:24]1[CH:29]=[CH:28][C:27]([C:30]2[C:31]([C:36]#[N:37])=[CH:32][CH:33]=[CH:34][CH:35]=2)=[CH:26][CH:25]=1)[CH2:14][CH2:15][CH3:16]. (3) Given the product [F:43][C:22]([F:44])([C:18]1[C:19]([F:21])=[CH:20][C:15]([C:3]2[CH:4]=[CH:5][C:6]([CH2:8][CH2:9][CH3:10])=[CH:7][C:2]=2[F:1])=[CH:16][C:17]=1[F:45])[O:23][C:24]1[CH:25]=[C:26]([F:42])[C:27]([C:30]2[CH:35]=[C:34]([F:36])[C:33]([C:37]([F:40])([F:39])[F:38])=[C:32]([F:41])[CH:31]=2)=[CH:28][CH:29]=1, predict the reactants needed to synthesize it. The reactants are: [F:1][C:2]1[CH:7]=[C:6]([CH2:8][CH2:9][CH3:10])[CH:5]=[CH:4][C:3]=1B(O)O.Br[C:15]1[CH:20]=[C:19]([F:21])[C:18]([C:22]([F:44])([F:43])[O:23][C:24]2[CH:29]=[CH:28][C:27]([C:30]3[CH:35]=[C:34]([F:36])[C:33]([C:37]([F:40])([F:39])[F:38])=[C:32]([F:41])[CH:31]=3)=[C:26]([F:42])[CH:25]=2)=[C:17]([F:45])[CH:16]=1.[OH-].[NH3+]N. (4) Given the product [C:1]([O:5][C:6](=[O:7])[NH:8][C@@H:9]([CH3:10])[C:11]([N:15]([CH3:14])[CH2:16][CH2:17][C:18]1[CH:23]=[CH:22][CH:21]=[CH:20][CH:19]=1)=[O:13])([CH3:2])([CH3:3])[CH3:4], predict the reactants needed to synthesize it. The reactants are: [C:1]([O:5][C:6]([NH:8][C@H:9]([C:11]([OH:13])=O)[CH3:10])=[O:7])([CH3:4])([CH3:3])[CH3:2].[CH3:14][NH:15][CH2:16][CH2:17][C:18]1[CH:23]=[CH:22][CH:21]=[CH:20][CH:19]=1.CCN(C(C)C)C(C)C.C1CN([P+](Br)(N2CCCC2)N2CCCC2)CC1.F[P-](F)(F)(F)(F)F. (5) Given the product [Cl:6][C:7]1[C:8]([F:14])=[CH:9][CH:10]=[CH:11][C:12]=1[O:5][CH2:3][CH3:4], predict the reactants needed to synthesize it. The reactants are: [OH-].[K+].[CH2:3]([OH:5])[CH3:4].[Cl:6][C:7]1[C:12](F)=[CH:11][CH:10]=[CH:9][C:8]=1[F:14].C1(C)C=CC=CC=1. (6) Given the product [Br:27][C:26]1[N:12]2[C:13]3[CH:25]=[CH:24][CH:23]=[N:22][C:14]=3[NH:15][C:16]3[CH:21]=[CH:20][CH:19]=[CH:18][C:17]=3[C:11]2=[N:10][C:9]=1[CH2:1][CH2:2][C:3]1[CH:4]=[CH:5][CH:6]=[CH:7][CH:8]=1, predict the reactants needed to synthesize it. The reactants are: [CH2:1]([C:9]1[N:10]=[C:11]2[C:17]3[CH:18]=[CH:19][CH:20]=[CH:21][C:16]=3[NH:15][C:14]3[N:22]=[CH:23][CH:24]=[CH:25][C:13]=3[N:12]2[CH:26]=1)[CH2:2][C:3]1[CH:8]=[CH:7][CH:6]=[CH:5][CH:4]=1.[Br:27]N1C(=O)CCC1=O. (7) The reactants are: [CH2:1]([O:3][C:4](=[O:18])/[C:5](/O)=[CH:6]/[C:7]([C:9]1[CH:14]=[CH:13][C:12]([Cl:15])=[C:11]([Cl:16])[CH:10]=1)=O)[CH3:2].[CH3:19][NH:20][NH2:21]. Given the product [CH2:1]([O:3][C:4]([C:5]1[N:20]([CH3:19])[N:21]=[C:7]([C:9]2[CH:14]=[CH:13][C:12]([Cl:15])=[C:11]([Cl:16])[CH:10]=2)[CH:6]=1)=[O:18])[CH3:2].[CH2:1]([O:3][C:4]([C:5]1[CH:6]=[C:7]([C:9]2[CH:14]=[CH:13][C:12]([Cl:15])=[C:11]([Cl:16])[CH:10]=2)[N:20]([CH3:19])[N:21]=1)=[O:18])[CH3:2], predict the reactants needed to synthesize it. (8) The reactants are: C(N(CC)CC)C.[C:8]1([CH:14]([CH2:18][CH3:19])[C:15](Cl)=[O:16])[CH:13]=[CH:12][CH:11]=[CH:10][CH:9]=1.[CH2:20]([O:27][C:28]1[C:29]([CH3:37])=[C:30]([CH3:36])[C:31]([NH2:35])=[N:32][C:33]=1[CH3:34])[C:21]1[CH:26]=[CH:25][CH:24]=[CH:23][CH:22]=1. Given the product [CH2:20]([O:27][C:28]1[C:29]([CH3:37])=[C:30]([CH3:36])[C:31]([NH:35][C:15](=[O:16])[CH:14]([C:8]2[CH:13]=[CH:12][CH:11]=[CH:10][CH:9]=2)[CH2:18][CH3:19])=[N:32][C:33]=1[CH3:34])[C:21]1[CH:22]=[CH:23][CH:24]=[CH:25][CH:26]=1, predict the reactants needed to synthesize it. (9) Given the product [Br:1][C:2]1[C:3](=[O:40])[N:4]([CH2:19][C:20]2[CH:21]=[C:22]([CH:37]=[CH:38][CH:39]=2)[CH2:23][NH:24][C:25](=[O:36])[N:42]([CH3:43])[CH3:41])[C:5]([CH3:18])=[CH:6][C:7]=1[O:8][CH2:9][C:10]1[CH:15]=[CH:14][C:13]([F:16])=[CH:12][C:11]=1[F:17], predict the reactants needed to synthesize it. The reactants are: [Br:1][C:2]1[C:3](=[O:40])[N:4]([CH2:19][C:20]2[CH:21]=[C:22]([CH:37]=[CH:38][CH:39]=2)[CH2:23][NH:24][C:25](=[O:36])OC2C=CC([N+]([O-])=O)=CC=2)[C:5]([CH3:18])=[CH:6][C:7]=1[O:8][CH2:9][C:10]1[CH:15]=[CH:14][C:13]([F:16])=[CH:12][C:11]=1[F:17].[CH3:41][NH:42][CH3:43]. (10) Given the product [F:23][C:22]([F:24])([F:25])[CH:21]([N:26]1[CH2:30][CH2:29][C@H:28]([NH:31][C:32](=[O:38])[O:33][C:34]([CH3:37])([CH3:36])[CH3:35])[CH2:27]1)[C:18]1[CH:19]=[CH:20][C:15]2[N:16]([C:12]([C:8]3[CH:7]=[CH:6][C:5]4[C:10](=[CH:11][C:2]([C:43]5[CH:42]=[N:41][N:40]([CH3:39])[CH:44]=5)=[CH:3][CH:4]=4)[N:9]=3)=[N:13][N:14]=2)[CH:17]=1, predict the reactants needed to synthesize it. The reactants are: Br[C:2]1[CH:11]=[C:10]2[C:5]([CH:6]=[CH:7][C:8]([C:12]3[N:16]4[CH:17]=[C:18]([CH:21]([N:26]5[CH2:30][CH2:29][C@H:28]([NH:31][C:32](=[O:38])[O:33][C:34]([CH3:37])([CH3:36])[CH3:35])[CH2:27]5)[C:22]([F:25])([F:24])[F:23])[CH:19]=[CH:20][C:15]4=[N:14][N:13]=3)=[N:9]2)=[CH:4][CH:3]=1.[CH3:39][N:40]1[CH:44]=[C:43](B2OC(C)(C)C(C)(C)O2)[CH:42]=[N:41]1.C(N(CC)CC)C.